From a dataset of Catalyst prediction with 721,799 reactions and 888 catalyst types from USPTO. Predict which catalyst facilitates the given reaction. (1) Reactant: [NH2:1][C:2]1[CH:7]=[CH:6][C:5]([C:8]2[CH:13]=[CH:12][C:11]([S:14]([N:17]([CH3:26])[C@H:18]([C:22]([O:24][CH3:25])=[O:23])[CH:19]([CH3:21])[CH3:20])(=[O:16])=[O:15])=[CH:10][CH:9]=2)=[CH:4][CH:3]=1.[CH3:27][C:28]1[CH:29]=[C:30]([CH:34]=[CH:35][C:36]=1[CH3:37])[C:31](Cl)=[O:32].C(N(CC)CC)C. Product: [CH3:27][C:28]1[CH:29]=[C:30]([CH:34]=[CH:35][C:36]=1[CH3:37])[C:31]([NH:1][C:2]1[CH:7]=[CH:6][C:5]([C:8]2[CH:9]=[CH:10][C:11]([S:14]([N:17]([CH3:26])[C@H:18]([C:22]([O:24][CH3:25])=[O:23])[CH:19]([CH3:21])[CH3:20])(=[O:16])=[O:15])=[CH:12][CH:13]=2)=[CH:4][CH:3]=1)=[O:32]. The catalyst class is: 4. (2) Reactant: [CH3:1][C:2]1([CH3:23])[C:11]2[C:6](=[CH:7][CH:8]=[C:9]([C:12]([F:15])([F:14])[F:13])[CH:10]=2)[NH:5][CH:4]([C:16]2[CH:17]=[C:18]([NH2:22])[CH:19]=[CH:20][CH:21]=2)[CH2:3]1.N1C=CC=CC=1.[N:30]1[CH:35]=[CH:34][CH:33]=[C:32]([S:36](Cl)(=[O:38])=[O:37])[CH:31]=1.CC1(C)C2C(=CC=C(C)C=2)NC(C2C=C(N)C=CC=2)C1. Product: [CH3:1][C:2]1([CH3:23])[C:11]2[C:6](=[CH:7][CH:8]=[C:9]([C:12]([F:15])([F:13])[F:14])[CH:10]=2)[NH:5][CH:4]([C:16]2[CH:17]=[C:18]([NH:22][S:36]([C:32]3[CH:31]=[N:30][CH:35]=[CH:34][CH:33]=3)(=[O:38])=[O:37])[CH:19]=[CH:20][CH:21]=2)[CH2:3]1. The catalyst class is: 4. (3) Reactant: [Cl:1][C:2]1[CH:24]=[CH:23][C:5]([C:6]([C:8]2[CH:9]=[C:10]3[C:15](=[CH:16][CH:17]=2)[N:14]([CH3:18])[C:13](=[O:19])[CH:12]=[C:11]3[C:20](Cl)=[O:21])=[O:7])=[CH:4][CH:3]=1.[NH3:25].CC(O)C.O.C(OCC)C. Product: [Cl:1][C:2]1[CH:24]=[CH:23][C:5]([C:6]([C:8]2[CH:9]=[C:10]3[C:15](=[CH:16][CH:17]=2)[N:14]([CH3:18])[C:13](=[O:19])[CH:12]=[C:11]3[C:20]([NH2:25])=[O:21])=[O:7])=[CH:4][CH:3]=1. The catalyst class is: 1. (4) Reactant: [Br:1][C:2]1[CH:7]=[CH:6][N:5]=[C:4](Cl)[CH:3]=1.[CH3:9][O-:10].[Na+].C1(C)C=CC=CC=1. Product: [Br:1][C:2]1[CH:7]=[CH:6][N:5]=[C:4]([O:10][CH3:9])[CH:3]=1. The catalyst class is: 6. (5) Reactant: [CH2:1]([O:8][C:9]([N:11]1[CH2:15][C@H:14](O)[CH2:13][C@H:12]1[C:17]([O:19][CH3:20])=[O:18])=[O:10])[C:2]1[CH:7]=[CH:6][CH:5]=[CH:4][CH:3]=1.[F-].[Na+].C(N(/C(/F)=C(\F)/C(F)(F)[F:31])CC)C.C(N(C(F)(F)C(F)C(F)(F)F)CC)C. Product: [CH2:1]([O:8][C:9]([N:11]1[CH2:15][C@@H:14]([F:31])[CH2:13][C@H:12]1[C:17]([O:19][CH3:20])=[O:18])=[O:10])[C:2]1[CH:7]=[CH:6][CH:5]=[CH:4][CH:3]=1. The catalyst class is: 4. (6) Reactant: C([Li])CCC.CN(C)CCN(C)C.[F:14][C:15]1[CH:16]=[N:17][CH:18]=[C:19]([F:21])[CH:20]=1.[I:22]I. Product: [F:14][C:15]1[CH:16]=[N:17][CH:18]=[C:19]([F:21])[C:20]=1[I:22]. The catalyst class is: 581.